Dataset: Forward reaction prediction with 1.9M reactions from USPTO patents (1976-2016). Task: Predict the product of the given reaction. (1) The product is: [OH:16][CH2:15][C:11]1([OH:14])[CH2:12][CH2:13][NH:8][CH2:9][CH2:10]1. Given the reactants C([N:8]1[CH2:13][CH2:12][C:11]([CH2:15][OH:16])([OH:14])[CH2:10][CH2:9]1)C1C=CC=CC=1.[H][H], predict the reaction product. (2) Given the reactants [NH2:1][C:2]1[CH:10]=[C:6]([C:7]([OH:9])=[O:8])[C:5]([OH:11])=[CH:4][CH:3]=1.C(N(CC)CC)C.[C:19]([O:23][C:24](O[C:24]([O:23][C:19]([CH3:22])([CH3:21])[CH3:20])=[O:25])=[O:25])([CH3:22])([CH3:21])[CH3:20], predict the reaction product. The product is: [C:19]([O:23][C:24]([NH:1][C:2]1[CH:3]=[CH:4][C:5]([OH:11])=[C:6]([CH:10]=1)[C:7]([OH:9])=[O:8])=[O:25])([CH3:22])([CH3:21])[CH3:20]. (3) Given the reactants [C:1]1([C:7]2[N:8]=[C:9]([C:12]3[C:13](=[O:23])[O:14][C:15]4[C:20]([CH:21]=3)=[CH:19][CH:18]=[C:17]([OH:22])[CH:16]=4)[S:10][CH:11]=2)[CH:6]=[CH:5][CH:4]=[CH:3][CH:2]=1.[C:24](OC(=O)C)(=[O:26])[CH3:25], predict the reaction product. The product is: [C:1]1([C:7]2[N:8]=[C:9]([C:12]3[C:13](=[O:23])[O:14][C:15]4[C:20]([CH:21]=3)=[CH:19][CH:18]=[C:17]([O:22][C:24](=[O:26])[CH3:25])[CH:16]=4)[S:10][CH:11]=2)[CH:6]=[CH:5][CH:4]=[CH:3][CH:2]=1. (4) Given the reactants Cl[C:2]1[CH:7]=[CH:6][N:5]=[C:4]([C:8]2[C:16]3[C:11](=[CH:12][CH:13]=[C:14]([C:17]4[C:22]([F:23])=[CH:21][CH:20]=[CH:19][C:18]=4[F:24])[CH:15]=3)[N:10]([S:25]([C:28]3[CH:34]=[CH:33][C:31]([CH3:32])=[CH:30][CH:29]=3)(=[O:27])=[O:26])[CH:9]=2)[N:3]=1.[NH2:35][C@@H:36]1[CH2:41][CH2:40][CH2:39][N:38]([C:42]([O:44][C:45]([CH3:48])([CH3:47])[CH3:46])=[O:43])[CH2:37]1, predict the reaction product. The product is: [F:24][C:18]1[CH:19]=[CH:20][CH:21]=[C:22]([F:23])[C:17]=1[C:14]1[CH:15]=[C:16]2[C:11](=[CH:12][CH:13]=1)[N:10]([S:25]([C:28]1[CH:29]=[CH:30][C:31]([CH3:32])=[CH:33][CH:34]=1)(=[O:27])=[O:26])[CH:9]=[C:8]2[C:4]1[N:3]=[C:2]([NH:35][C@@H:36]2[CH2:41][CH2:40][CH2:39][N:38]([C:42]([O:44][C:45]([CH3:48])([CH3:47])[CH3:46])=[O:43])[CH2:37]2)[CH:7]=[CH:6][N:5]=1. (5) Given the reactants C(=O)([O-])[O-].[K+].[K+].CO[CH:9](OC)[CH2:10]Br.[Br:14][C:15]1[CH:20]=[C:19]([Cl:21])[CH:18]=[CH:17][C:16]=1[SH:22].[C:23]([O:26][CH2:27][CH3:28])(=[O:25])[CH3:24], predict the reaction product. The product is: [Br:14][C:15]1[CH:20]=[C:19]([Cl:21])[CH:18]=[CH:17][C:16]=1[S:22][CH2:24][CH:23]([O:25][CH2:9][CH3:10])[O:26][CH2:27][CH3:28]. (6) Given the reactants Cl.[N:2]1[C:11]2[C:6](=[CH:7][CH:8]=[CH:9][CH:10]=2)[CH:5]=[CH:4][C:3]=1[CH2:12][CH:13]1[CH2:17][CH2:16][CH2:15][CH:14]1[NH2:18].C(Cl)CCl.C1C=NC2N(O)N=NC=2C=1.CCN(C(C)C)C(C)C.[CH3:42][C:43]1[CH:44]=[CH:45][C:46]([N:52]2[N:56]=[CH:55][CH:54]=[N:53]2)=[C:47]([CH:51]=1)[C:48](O)=[O:49], predict the reaction product. The product is: [CH3:42][C:43]1[CH:44]=[CH:45][C:46]([N:52]2[N:56]=[CH:55][CH:54]=[N:53]2)=[C:47]([CH:51]=1)[C:48]([NH:18][CH:14]1[CH2:15][CH2:16][CH2:17][CH:13]1[CH2:12][C:3]1[CH:4]=[CH:5][C:6]2[C:11](=[CH:10][CH:9]=[CH:8][CH:7]=2)[N:2]=1)=[O:49]. (7) Given the reactants C[O:2][C:3]([C@H:5]1[CH2:10][CH2:9][C@H:8]([O:11][C:12]2[C:17]([F:18])=[CH:16][CH:15]=[CH:14][N:13]=2)[CH2:7][CH2:6]1)=O.O.[NH2:20][NH2:21], predict the reaction product. The product is: [F:18][C:17]1[C:12]([O:11][C@H:8]2[CH2:9][CH2:10][C@H:5]([C:3]([NH:20][NH2:21])=[O:2])[CH2:6][CH2:7]2)=[N:13][CH:14]=[CH:15][CH:16]=1. (8) The product is: [C:37]([Si:24]([C:31]1[CH:36]=[CH:35][CH:34]=[CH:33][CH:32]=1)([C:25]1[CH:26]=[CH:27][CH:28]=[CH:29][CH:30]=1)[O:5][CH2:4][C:3]([CH3:7])([CH3:6])[CH2:2][NH2:1])([CH3:40])([CH3:38])[CH3:39]. Given the reactants [NH2:1][CH2:2][C:3]([CH3:7])([CH3:6])[CH2:4][OH:5].CN(C1C=CC=CN=1)C.C(N(CC)CC)C.[Si:24](Cl)([C:37]([CH3:40])([CH3:39])[CH3:38])([C:31]1[CH:36]=[CH:35][CH:34]=[CH:33][CH:32]=1)[C:25]1[CH:30]=[CH:29][CH:28]=[CH:27][CH:26]=1, predict the reaction product. (9) Given the reactants [CH:1]1([N:6]2[C:14]([NH:15][C:16]3[C:21]([F:22])=[CH:20][C:19]([F:23])=[CH:18][C:17]=3[F:24])=[N:13][C:12]3[C:7]2=[N:8][C:9]([NH:25][C:26]2[CH:27]=[N:28][C:29]([O:32]C)=[CH:30][CH:31]=2)=[N:10][CH:11]=3)[CH2:5][CH2:4][CH2:3][CH2:2]1, predict the reaction product. The product is: [CH:1]1([N:6]2[C:14]([NH:15][C:16]3[C:21]([F:22])=[CH:20][C:19]([F:23])=[CH:18][C:17]=3[F:24])=[N:13][C:12]3[C:7]2=[N:8][C:9]([NH:25][C:26]2[CH:31]=[CH:30][C:29]([OH:32])=[N:28][CH:27]=2)=[N:10][CH:11]=3)[CH2:2][CH2:3][CH2:4][CH2:5]1.